This data is from NCI-60 drug combinations with 297,098 pairs across 59 cell lines. The task is: Regression. Given two drug SMILES strings and cell line genomic features, predict the synergy score measuring deviation from expected non-interaction effect. (1) Drug 1: C1=CC(=CC=C1CCC2=CNC3=C2C(=O)NC(=N3)N)C(=O)NC(CCC(=O)O)C(=O)O. Drug 2: CC1=C(C=C(C=C1)C(=O)NC2=CC(=CC(=C2)C(F)(F)F)N3C=C(N=C3)C)NC4=NC=CC(=N4)C5=CN=CC=C5. Cell line: DU-145. Synergy scores: CSS=18.1, Synergy_ZIP=8.81, Synergy_Bliss=9.20, Synergy_Loewe=-1.47, Synergy_HSA=3.39. (2) Drug 1: C1CC(C1)(C(=O)O)C(=O)O.[NH2-].[NH2-].[Pt+2]. Drug 2: COC1=C2C(=CC3=C1OC=C3)C=CC(=O)O2. Cell line: HCT116. Synergy scores: CSS=12.3, Synergy_ZIP=-4.09, Synergy_Bliss=-3.89, Synergy_Loewe=-5.22, Synergy_HSA=-5.43. (3) Drug 1: CCC(=C(C1=CC=CC=C1)C2=CC=C(C=C2)OCCN(C)C)C3=CC=CC=C3.C(C(=O)O)C(CC(=O)O)(C(=O)O)O. Drug 2: C1CC(=O)NC(=O)C1N2C(=O)C3=CC=CC=C3C2=O. Cell line: SK-MEL-28. Synergy scores: CSS=10.8, Synergy_ZIP=-2.36, Synergy_Bliss=2.16, Synergy_Loewe=-5.37, Synergy_HSA=-0.757.